From a dataset of Full USPTO retrosynthesis dataset with 1.9M reactions from patents (1976-2016). Predict the reactants needed to synthesize the given product. (1) Given the product [F:15][B-:16]([F:19])([F:18])[F:17].[Br:1][C:2]1[C:3]([N+:14]#[N:20])=[CH:4][N:5]=[C:6]2[C:11]=1[N:10]=[C:9]([O:12][CH3:13])[CH:8]=[CH:7]2, predict the reactants needed to synthesize it. The reactants are: [Br:1][C:2]1[C:11]2[C:6](=[CH:7][CH:8]=[C:9]([O:12][CH3:13])[N:10]=2)[N:5]=[CH:4][C:3]=1[NH2:14].[F:15][B-:16]([F:19])([F:18])[F:17].[N:20]#[O+]. (2) Given the product [OH-:4].[NH4+:6].[CH3:12][C:13]1([CH3:16])[N:17]2[C:5]([C:8]([F:11])([F:10])[F:9])=[N:6][N:7]=[C:3]2[CH2:2][NH:15][CH2:14]1, predict the reactants needed to synthesize it. The reactants are: Cl[CH2:2][C:3]1[O:4][C:5]([C:8]([F:11])([F:10])[F:9])=[N:6][N:7]=1.[CH3:12][C:13]([NH2:17])([CH3:16])[CH2:14][NH2:15].C(N(CC)C(C)C)(C)C.[OH-].[NH4+]. (3) Given the product [F:1][C:2]1[C:3]([NH:20][C:21]2[CH:26]=[CH:25][C:24]([C:41]#[C:40][Si:37]([CH3:39])([CH3:38])[CH3:36])=[CH:23][C:22]=2[F:28])=[C:4]([C:9]2[O:13][C:12]([NH:14][CH2:15][C@@H:16]([OH:19])[CH2:17][OH:18])=[N:11][N:10]=2)[CH:5]=[CH:6][C:7]=1[F:8], predict the reactants needed to synthesize it. The reactants are: [F:1][C:2]1[C:3]([NH:20][C:21]2[CH:26]=[CH:25][C:24](I)=[CH:23][C:22]=2[F:28])=[C:4]([C:9]2[O:13][C:12]([NH:14][CH2:15][C@@H:16]([OH:19])[CH2:17][OH:18])=[N:11][N:10]=2)[CH:5]=[CH:6][C:7]=1[F:8].C(N(CC)CC)C.[CH3:36][Si:37]([C:40]#[CH:41])([CH3:39])[CH3:38]. (4) The reactants are: [CH2:1]([O:3][C:4]([C:6]1[C:14]2[C:9](=[CH:10][CH:11]=[CH:12][CH:13]=2)[NH:8][CH:7]=1)=[O:5])[CH3:2].[H-].[Na+].I[CH2:18][CH2:19][CH2:20][O:21][CH3:22]. Given the product [CH2:1]([O:3][C:4]([C:6]1[C:14]2[C:9](=[CH:10][CH:11]=[CH:12][CH:13]=2)[N:8]([CH2:18][CH2:19][CH2:20][O:21][CH3:22])[CH:7]=1)=[O:5])[CH3:2], predict the reactants needed to synthesize it. (5) Given the product [CH2:20]([O:12][C:10]([NH:8][C@@H:3]1[C@H:2]([NH:9][C:17](=[O:18])[O:19][CH2:20][C:21]2[CH:26]=[CH:25][CH:24]=[CH:23][CH:22]=2)[CH2:7][CH:6]=[CH:5][CH2:4]1)=[O:13])[C:21]1[CH:26]=[CH:25][CH:24]=[CH:23][CH:22]=1, predict the reactants needed to synthesize it. The reactants are: Cl.[CH:2]1([NH2:9])[CH2:7][CH:6]=[CH:5][CH2:4][CH:3]1[NH2:8].[C:10](=[O:13])([O-:12])[O-].[K+].[K+].Cl[C:17]([O:19][CH2:20][C:21]1[CH:26]=[CH:25][CH:24]=[CH:23][CH:22]=1)=[O:18]. (6) Given the product [CH:11]1[C:12]2[C:7](=[CH:6][C:5]3[C:14]([C:13]=2[O:15][P:32]2[O:33][C:34]4[C:39]([C:40]([CH3:41])([CH3:42])[CH3:43])=[CH:38][C:37]([C:44]([CH3:46])([CH3:47])[CH3:45])=[CH:36][C:35]=4[C:29]4[CH:28]=[C:27]([C:23]([CH3:26])([CH3:25])[CH3:24])[CH:50]=[C:49]([C:51]([CH3:54])([CH3:53])[CH3:52])[C:30]=4[O:31]2)=[CH:1][CH:2]=[CH:3][CH:4]=3)[CH:8]=[CH:9][CH:10]=1, predict the reactants needed to synthesize it. The reactants are: [CH:1]1[C:14]2[C:5](=[CH:6][C:7]3[C:12]([C:13]=2[OH:15])=[CH:11][CH:10]=[CH:9][CH:8]=3)[CH:4]=[CH:3][CH:2]=1.C(N(CC)CC)C.[C:23]([C:27]1[CH:50]=[C:49]([C:51]([CH3:54])([CH3:53])[CH3:52])[C:30]2[O:31][P:32](Cl)[O:33][C:34]3[C:39]([C:40]([CH3:43])([CH3:42])[CH3:41])=[CH:38][C:37]([C:44]([CH3:47])([CH3:46])[CH3:45])=[CH:36][C:35]=3[C:29]=2[CH:28]=1)([CH3:26])([CH3:25])[CH3:24]. (7) Given the product [CH2:12]([O:8][C:7](=[O:9])[C:6]1[CH:10]=[C:2]([Br:1])[CH:3]=[CH:4][C:5]=1[O:11][CH2:3][CH2:2][CH2:10][CH3:6])[CH2:13][CH2:14][CH3:15], predict the reactants needed to synthesize it. The reactants are: [Br:1][C:2]1[CH:3]=[CH:4][C:5]([OH:11])=[C:6]([CH:10]=1)[C:7]([OH:9])=[O:8].[CH2:12](Br)[CH2:13][CH2:14][CH3:15].C(=O)([O-])[O-].[K+].[K+].